From a dataset of Full USPTO retrosynthesis dataset with 1.9M reactions from patents (1976-2016). Predict the reactants needed to synthesize the given product. Given the product [Cl:7][C:8]1[C:17]([Cl:18])=[CH:16][C:11]([CH2:12][OH:13])=[C:10]([O:19][CH3:20])[CH:9]=1, predict the reactants needed to synthesize it. The reactants are: [H-].[H-].[H-].[H-].[Li+].[Al+3].[Cl:7][C:8]1[C:17]([Cl:18])=[CH:16][C:11]([C:12](OC)=[O:13])=[C:10]([O:19][CH3:20])[CH:9]=1.O.[OH-].[Na+].